This data is from Forward reaction prediction with 1.9M reactions from USPTO patents (1976-2016). The task is: Predict the product of the given reaction. Given the reactants [CH2:1]([N:8]1[CH2:13][CH:12]2[CH:10]([C:11]2([CH3:23])[C:14]2[CH:19]=[CH:18][CH:17]=[C:16]([N+:20]([O-])=O)[CH:15]=2)[C:9]1=[O:24])[C:2]1[CH:7]=[CH:6][CH:5]=[CH:4][CH:3]=1.O.[Cl-].[Ca+2].[Cl-], predict the reaction product. The product is: [NH2:20][C:16]1[CH:15]=[C:14]([C:11]2([CH3:23])[CH:10]3[CH:12]2[CH2:13][N:8]([CH2:1][C:2]2[CH:3]=[CH:4][CH:5]=[CH:6][CH:7]=2)[C:9]3=[O:24])[CH:19]=[CH:18][CH:17]=1.